This data is from NCI-60 drug combinations with 297,098 pairs across 59 cell lines. The task is: Regression. Given two drug SMILES strings and cell line genomic features, predict the synergy score measuring deviation from expected non-interaction effect. (1) Drug 1: C1=CN(C=N1)CC(O)(P(=O)(O)O)P(=O)(O)O. Drug 2: CC(C)(C#N)C1=CC(=CC(=C1)CN2C=NC=N2)C(C)(C)C#N. Cell line: MDA-MB-435. Synergy scores: CSS=-0.0705, Synergy_ZIP=-0.821, Synergy_Bliss=-3.28, Synergy_Loewe=-6.71, Synergy_HSA=-5.55. (2) Drug 1: C1=CC(=CC=C1CCC2=CNC3=C2C(=O)NC(=N3)N)C(=O)NC(CCC(=O)O)C(=O)O. Drug 2: C1=C(C(=O)NC(=O)N1)N(CCCl)CCCl. Cell line: HOP-92. Synergy scores: CSS=32.9, Synergy_ZIP=-10.1, Synergy_Bliss=-4.56, Synergy_Loewe=-2.55, Synergy_HSA=-1.66.